From a dataset of Catalyst prediction with 721,799 reactions and 888 catalyst types from USPTO. Predict which catalyst facilitates the given reaction. (1) Reactant: [H-].[Na+].[CH3:3][CH2:4][CH:5](P(OCC)(OCC)=O)[C:6]([O:8][CH2:9][CH3:10])=[O:7].[C:19]([N:26]1[CH2:31][CH2:30][C:29](=O)[CH2:28][CH2:27]1)([O:21][C:22]([CH3:25])([CH3:24])[CH3:23])=[O:20]. Product: [CH2:9]([O:8][C:6](=[O:7])[C:5](=[C:29]1[CH2:30][CH2:31][N:26]([C:19]([O:21][C:22]([CH3:25])([CH3:24])[CH3:23])=[O:20])[CH2:27][CH2:28]1)[CH2:4][CH3:3])[CH3:10]. The catalyst class is: 1. (2) Reactant: [C:1]([C:3]1[CH:11]=[CH:10][C:6]([C:7]([OH:9])=O)=[CH:5][CH:4]=1)#[N:2].C(Cl)(=O)C(Cl)=O.CCN(C(C)C)C(C)C.[NH2:27][C:28]1[CH:33]=[CH:32][N:31]=[CH:30][CH:29]=1. Product: [C:1]([C:3]1[CH:4]=[CH:5][C:6]([C:7]([NH:27][C:28]2[CH:33]=[CH:32][N:31]=[CH:30][CH:29]=2)=[O:9])=[CH:10][CH:11]=1)#[N:2]. The catalyst class is: 59.